This data is from Full USPTO retrosynthesis dataset with 1.9M reactions from patents (1976-2016). The task is: Predict the reactants needed to synthesize the given product. (1) The reactants are: [Cl:1][C:2]1[C:3]([CH3:28])=[C:4]([C:21]2[CH:22]=[N:23][CH:24]=[C:25]([F:27])[CH:26]=2)[C:5]([O:19][CH3:20])=[C:6]([CH:8]([NH:11]C(=O)OC(C)(C)C)[CH2:9][CH3:10])[CH:7]=1. Given the product [Cl:1][C:2]1[C:3]([CH3:28])=[C:4]([C:21]2[CH:22]=[N:23][CH:24]=[C:25]([F:27])[CH:26]=2)[C:5]([O:19][CH3:20])=[C:6]([CH:8]([NH2:11])[CH2:9][CH3:10])[CH:7]=1, predict the reactants needed to synthesize it. (2) Given the product [CH2:1]([O:8][C:9]([N:11]1[CH2:15][C@@H:14]([S:16][CH3:17])[CH2:13][C@H:12]1[CH2:20][O:21][Si:22]([C:25]([CH3:28])([CH3:27])[CH3:26])([CH3:24])[CH3:23])=[O:10])[C:2]1[CH:3]=[CH:4][CH:5]=[CH:6][CH:7]=1, predict the reactants needed to synthesize it. The reactants are: [CH2:1]([O:8][C:9]([N:11]1[CH2:15][C@@H:14]([S:16][C:17](=O)C)[CH2:13][C@H:12]1[CH2:20][O:21][Si:22]([C:25]([CH3:28])([CH3:27])[CH3:26])([CH3:24])[CH3:23])=[O:10])[C:2]1[CH:7]=[CH:6][CH:5]=[CH:4][CH:3]=1.CI.C[O-].[Na+].CO. (3) Given the product [C:18]([O:17][C:15]([NH:1][CH:2]([C:6]1[CH:11]=[CH:10][C:9]([F:12])=[CH:8][CH:7]=1)[C:3]([OH:5])=[O:4])=[O:16])([CH3:21])([CH3:20])[CH3:19], predict the reactants needed to synthesize it. The reactants are: [NH2:1][CH:2]([C:6]1[CH:11]=[CH:10][C:9]([F:12])=[CH:8][CH:7]=1)[C:3]([OH:5])=[O:4].[OH-].[Na+].[C:15](O[C:15]([O:17][C:18]([CH3:21])([CH3:20])[CH3:19])=[O:16])([O:17][C:18]([CH3:21])([CH3:20])[CH3:19])=[O:16]. (4) Given the product [Cl:1][C:2]1[CH:3]=[CH:4][C:5]([C:23]([NH2:29])=[O:25])=[C:6]2[C:10]=1[N:9]=[C:8]1[N:11]([C:15]3[CH:20]=[CH:19][C:18]([Cl:21])=[CH:17][C:16]=3[Cl:22])[CH2:12][CH2:13][CH2:14][N:7]21, predict the reactants needed to synthesize it. The reactants are: [Cl:1][C:2]1[CH:3]=[CH:4][C:5]([C:23]([O:25]C)=O)=[C:6]2[C:10]=1[N:9]=[C:8]1[N:11]([C:15]3[CH:20]=[CH:19][C:18]([Cl:21])=[CH:17][C:16]=3[Cl:22])[CH2:12][CH2:13][CH2:14][N:7]21.C([NH2:29])=O.C[O-].[Na+]. (5) Given the product [CH:7]1[C:11]2[C:11](=[CH:7][CH:8]=[CH:9][CH:10]=2)[CH:10]=[CH:9][CH:8]=1, predict the reactants needed to synthesize it. The reactants are: [Cr](Cl)([O-])(=O)=O.[NH+]1[CH:11]=[CH:10][CH:9]=[CH:8][CH:7]=1.C(Cl)Cl. (6) Given the product [Cl:10][C:8]1[CH:7]=[CH:6][C:3]([C:4]#[N:5])=[C:2]([NH:1][C:23](=[O:24])[C:17]2[CH:22]=[CH:21][CH:20]=[CH:19][CH:18]=2)[CH:9]=1, predict the reactants needed to synthesize it. The reactants are: [NH2:1][C:2]1[CH:9]=[C:8]([Cl:10])[CH:7]=[CH:6][C:3]=1[C:4]#[N:5].N1C=CC=CC=1.[C:17]1([C:23](Cl)=[O:24])[CH:22]=[CH:21][CH:20]=[CH:19][CH:18]=1. (7) Given the product [CH3:1][O:2][C:3]1[C:12]([N+:13]([O-:15])=[O:14])=[CH:11][C:10]([N:16]2[CH2:21][CH2:20][O:19][CH2:18][CH2:17]2)=[CH:9][C:4]=1[C:5]([NH:23][CH3:22])=[O:7], predict the reactants needed to synthesize it. The reactants are: [CH3:1][O:2][C:3]1[C:12]([N+:13]([O-:15])=[O:14])=[CH:11][C:10]([N:16]2[CH2:21][CH2:20][O:19][CH2:18][CH2:17]2)=[CH:9][C:4]=1[C:5]([O:7]C)=O.[CH3:22][NH2:23].C1(C)C=CC=CC=1. (8) Given the product [NH2:27][C:14]1[N:15]=[C:10]([NH:9][C:5]2[C:6]([CH3:8])=[CH:7][C:2]([Br:1])=[CH:3][C:4]=2[CH3:26])[N:11]=[C:12]([NH:17][C:18]2[CH:25]=[CH:24][C:21]([C:22]#[N:23])=[CH:20][CH:19]=2)[N:13]=1, predict the reactants needed to synthesize it. The reactants are: [Br:1][C:2]1[CH:7]=[C:6]([CH3:8])[C:5]([NH:9][C:10]2[N:15]=[C:14](Cl)[N:13]=[C:12]([NH:17][C:18]3[CH:25]=[CH:24][C:21]([C:22]#[N:23])=[CH:20][CH:19]=3)[N:11]=2)=[C:4]([CH3:26])[CH:3]=1.[NH3:27].CC(O)C.